This data is from Forward reaction prediction with 1.9M reactions from USPTO patents (1976-2016). The task is: Predict the product of the given reaction. (1) Given the reactants [NH2:1][CH2:2][CH2:3][CH2:4][CH2:5][CH2:6][CH2:7][CH2:8][CH2:9][N:10]1[C:22]2[C:21]3[CH:20]=[CH:19][CH:18]=[CH:17][C:16]=3[N:15]=[C:14]([NH2:23])[C:13]=2[N:12]=[C:11]1[CH2:24][CH2:25][CH2:26][CH3:27].[CH3:28][S:29](Cl)(=[O:31])=[O:30], predict the reaction product. The product is: [NH2:23][C:14]1[C:13]2[N:12]=[C:11]([CH2:24][CH2:25][CH2:26][CH3:27])[N:10]([CH2:9][CH2:8][CH2:7][CH2:6][CH2:5][CH2:4][CH2:3][CH2:2][NH:1][S:29]([CH3:28])(=[O:31])=[O:30])[C:22]=2[C:21]2[CH:20]=[CH:19][CH:18]=[CH:17][C:16]=2[N:15]=1. (2) Given the reactants [NH2:1][C:2]1[N:7]2[N:8]=[CH:9][C:10]([C:11](O)=[O:12])=[C:6]2[N:5]=[CH:4][C:3]=1[C:14]1[CH:19]=[CH:18][C:17]([NH:20][S:21]([C:24]2[CH:29]=[CH:28][CH:27]=[C:26]([Cl:30])[C:25]=2[Cl:31])(=[O:23])=[O:22])=[CH:16][CH:15]=1.[CH3:32][N:33]([CH3:39])[CH:34]1[CH2:38][CH2:37][NH:36][CH2:35]1.C(Cl)CCl.C1C=NC2N(O)N=NC=2C=1.CCN(CC)CC, predict the reaction product. The product is: [NH2:1][C:2]1[N:7]2[N:8]=[CH:9][C:10]([C:11]([N:36]3[CH2:37][CH2:38][CH:34]([N:33]([CH3:39])[CH3:32])[CH2:35]3)=[O:12])=[C:6]2[N:5]=[CH:4][C:3]=1[C:14]1[CH:15]=[CH:16][C:17]([NH:20][S:21]([C:24]2[CH:29]=[CH:28][CH:27]=[C:26]([Cl:30])[C:25]=2[Cl:31])(=[O:23])=[O:22])=[CH:18][CH:19]=1. (3) Given the reactants [NH2:1][C:2]1[CH:7]=[CH:6][CH:5]=[C:4]([CH3:8])[N:3]=1.[N+:9]([O-])([OH:11])=[O:10], predict the reaction product. The product is: [NH2:1][C:2]1[C:7]([N+:9]([O-:11])=[O:10])=[CH:6][CH:5]=[C:4]([CH3:8])[N:3]=1. (4) Given the reactants Cl.Cl.[C:3]([C:7]1[CH:12]=[CH:11][CH:10]=[CH:9][C:8]=1[N:13]1[CH2:18][CH2:17][NH:16][CH2:15][CH2:14]1)([CH3:6])([CH3:5])[CH3:4].[C:19]([O:23][C:24]([N:26]1[CH2:31][CH2:30][CH:29]([C:32]2[O:36][CH:35]=[N:34][C:33]=2[C:37](O)=[O:38])[CH2:28][CH2:27]1)=[O:25])([CH3:22])([CH3:21])[CH3:20].C(N(CC)CC)C.CCN=C=NCCCN(C)C.C1C=CC2N(O)N=NC=2C=1, predict the reaction product. The product is: [C:3]([C:7]1[CH:12]=[CH:11][CH:10]=[CH:9][C:8]=1[N:13]1[CH2:18][CH2:17][N:16]([C:37]([C:33]2[N:34]=[CH:35][O:36][C:32]=2[CH:29]2[CH2:28][CH2:27][N:26]([C:24]([O:23][C:19]([CH3:22])([CH3:21])[CH3:20])=[O:25])[CH2:31][CH2:30]2)=[O:38])[CH2:15][CH2:14]1)([CH3:6])([CH3:4])[CH3:5]. (5) Given the reactants [H-].[Al+3].[Li+].[H-].[H-].[H-].[CH3:7][O:8][C:9]1[CH:17]=[C:16]2[C:12]([CH:13]=[C:14]([C:18](OC)=O)[NH:15]2)=[CH:11][CH:10]=1.S([O-])([O-])(=O)=O.[Na+].[Na+].S([O-])([O-])(=O)=O.[Mg+2], predict the reaction product. The product is: [CH3:7][O:8][C:9]1[CH:17]=[C:16]2[C:12]([CH:13]=[C:14]([CH3:18])[NH:15]2)=[CH:11][CH:10]=1.